Dataset: Reaction yield outcomes from USPTO patents with 853,638 reactions. Task: Predict the reaction yield, written as a fraction of the theoretical maximum amount of product (1.0 means a 100% yield; for example, 0.34 means a 34% yield). (1) The reactants are [F:1][C:2]1[CH:3]=[C:4]([Mg]Br)[CH:5]=[CH:6][CH:7]=1.[N:10]12[CH2:17][CH2:16][C:13]([C:18]([O:20]CC)=O)([CH2:14][CH2:15]1)[CH2:12][CH2:11]2. The catalyst is C1COCC1. The product is [N:10]12[CH2:11][CH2:12][C:13]([C:18]([C:6]3[CH:5]=[CH:4][CH:3]=[C:2]([F:1])[CH:7]=3)([C:4]3[CH:5]=[CH:6][CH:7]=[C:2]([F:1])[CH:3]=3)[OH:20])([CH2:14][CH2:15]1)[CH2:16][CH2:17]2. The yield is 0.767. (2) The reactants are C([O:3][C:4](=[O:22])[CH2:5][C:6]1[NH:11][C:10]2[S:12][CH:13]=[C:14]([CH2:15][O:16][CH2:17][O:18][CH3:19])[C:9]=2[S:8](=[O:21])(=[O:20])[N:7]=1)C.O.[OH-].[Li+]. The catalyst is O1CCCC1.O. The product is [CH3:19][O:18][CH2:17][O:16][CH2:15][C:14]1[C:9]2[S:8](=[O:21])(=[O:20])[N:7]=[C:6]([CH2:5][C:4]([OH:22])=[O:3])[NH:11][C:10]=2[S:12][CH:13]=1. The yield is 0.780.